This data is from Forward reaction prediction with 1.9M reactions from USPTO patents (1976-2016). The task is: Predict the product of the given reaction. (1) Given the reactants [Cl:1][C:2]1[CH:31]=[C:30]([Cl:32])[CH:29]=[CH:28][C:3]=1[O:4][C:5]1[CH:10]=[CH:9][CH:8]=[CH:7][C:6]=1[NH:11][S:12]([C:15]1[CH:27]=[CH:26][C:18]([C:19]([NH:21][CH2:22][C:23](O)=[O:24])=[O:20])=[CH:17][CH:16]=1)(=[O:14])=[O:13].[N:33]1([CH2:39][CH2:40][NH2:41])[CH2:38][CH2:37][O:36][CH2:35][CH2:34]1, predict the reaction product. The product is: [Cl:1][C:2]1[CH:31]=[C:30]([Cl:32])[CH:29]=[CH:28][C:3]=1[O:4][C:5]1[CH:10]=[CH:9][CH:8]=[CH:7][C:6]=1[NH:11][S:12]([C:15]1[CH:27]=[CH:26][C:18]([C:19]([NH:21][CH2:22][C:23](=[O:24])[NH:41][CH2:40][CH2:39][N:33]2[CH2:38][CH2:37][O:36][CH2:35][CH2:34]2)=[O:20])=[CH:17][CH:16]=1)(=[O:14])=[O:13]. (2) Given the reactants [N:1]1[CH:6]=[CH:5][CH:4]=[CH:3][CH:2]=1.[CH3:7][C:8]1[NH:12][C:11]([C:13]([C:15]2[NH:16][C:17]([CH3:20])=[CH:18][CH:19]=2)=O)=[CH:10][CH:9]=1.C([O-])([O-])=O.[K+].[K+], predict the reaction product. The product is: [CH3:13][C:11]1[NH:12][C:8]([C:7]([C:6]2[NH:1][C:3]([CH3:2])=[CH:4][CH:5]=2)=[C:13]([C:15]2[NH:16][C:17]([CH3:20])=[CH:18][CH:19]=2)[C:11]2[NH:12][C:8]([CH3:7])=[CH:9][CH:10]=2)=[CH:9][CH:10]=1. (3) The product is: [F:20][C:18]1[CH:19]=[C:14]([CH:15]=[C:16]([F:21])[CH:17]=1)[CH2:13][NH:12][C:11]1[CH:10]=[C:9]([NH:22][C:23]2[CH:24]=[CH:25][C:26]([N:29]3[CH2:34][CH2:33][O:32][CH2:31][CH2:30]3)=[CH:27][CH:28]=2)[N:8]=[CH:7][C:6]=1[C:4]([OH:5])=[O:3]. Given the reactants C([O:3][C:4]([C:6]1[CH:7]=[N:8][C:9]([NH:22][C:23]2[CH:28]=[CH:27][C:26]([N:29]3[CH2:34][CH2:33][O:32][CH2:31][CH2:30]3)=[CH:25][CH:24]=2)=[CH:10][C:11]=1[NH:12][CH2:13][C:14]1[CH:19]=[C:18]([F:20])[CH:17]=[C:16]([F:21])[CH:15]=1)=[O:5])C, predict the reaction product. (4) Given the reactants [CH2:1]([OH:23])[C@H:2]1[O:7][C@H:6]([O:8][C@]2(CO)O[C@H](CO)[C@@H](O)[C@@H]2O)[C@H:5]([OH:20])[C@@H:4]([OH:21])[C@@H:3]1[OH:22].[Cl-].[Ca+2].[Cl-], predict the reaction product. The product is: [O:8]=[CH:6][C@@H:5]([C@H:4]([C@@H:3]([C@@H:2]([CH2:1][OH:23])[OH:7])[OH:22])[OH:21])[OH:20]. (5) The product is: [F:40][C:41]1[CH:46]=[CH:45][C:44]([N:23]2[CH2:24][CH2:25][N:20]([C:18]([C@@H:14]([NH:13][C:11](=[O:12])[C@@H:10]([N:2]([CH3:1])[C:3](=[O:9])[O:4][C:5]([CH3:7])([CH3:8])[CH3:6])[CH3:39])[CH:15]([CH3:17])[CH3:16])=[O:19])[C@H:21]([C:26]([NH:28][C@H:29]3[C:38]4[C:33](=[CH:34][CH:35]=[CH:36][CH:37]=4)[CH2:32][CH2:31][CH2:30]3)=[O:27])[CH2:22]2)=[CH:43][CH:42]=1. Given the reactants [CH3:1][N:2]([C@@H:10]([CH3:39])[C:11]([NH:13][C@H:14]([C:18]([N:20]1[CH2:25][CH2:24][NH:23][CH2:22][C@H:21]1[C:26]([NH:28][C@H:29]1[C:38]2[C:33](=[CH:34][CH:35]=[CH:36][CH:37]=2)[CH2:32][CH2:31][CH2:30]1)=[O:27])=[O:19])[CH:15]([CH3:17])[CH3:16])=[O:12])[C:3](=[O:9])[O:4][C:5]([CH3:8])([CH3:7])[CH3:6].[F:40][C:41]1[CH:46]=[CH:45][C:44](B(O)O)=[CH:43][CH:42]=1, predict the reaction product. (6) Given the reactants [C:1](=O)([O-])[O-].[Cs+].[Cs+].CB(O)O.ClCCl.[CH:14]([O:17][C:18]([N:20]1[C:26]2[C:27]3[CH2:28][CH2:29][CH2:30][C:31]=3[C:32](Br)=[CH:33][C:25]=2[C@@H:24]([NH:35][CH2:36][C:37]2[CH:42]=[C:41]([C:43]([F:46])([F:45])[F:44])[CH:40]=[C:39]([C:47]([F:50])([F:49])[F:48])[CH:38]=2)[CH2:23][CH2:22][CH2:21]1)=[O:19])([CH3:16])[CH3:15], predict the reaction product. The product is: [CH:14]([O:17][C:18]([N:20]1[C:26]2[C:27]3[CH2:28][CH2:29][CH2:30][C:31]=3[C:32]([CH3:1])=[CH:33][C:25]=2[C@@H:24]([NH:35][CH2:36][C:37]2[CH:42]=[C:41]([C:43]([F:46])([F:45])[F:44])[CH:40]=[C:39]([C:47]([F:50])([F:49])[F:48])[CH:38]=2)[CH2:23][CH2:22][CH2:21]1)=[O:19])([CH3:16])[CH3:15]. (7) Given the reactants [F:1][C:2]([F:10])([F:9])[C:3](=[O:8])[CH:4]=[C:5]([CH3:7])[CH3:6].[CH3:11][C:12]1[CH:17]=[CH:16][C:15]([F:18])=[CH:14][C:13]=1[Mg]Br, predict the reaction product. The product is: [F:1][C:2]([F:10])([F:9])[C:3](=[O:8])[CH2:4][C:5]([C:17]1[CH:16]=[C:15]([F:18])[CH:14]=[CH:13][C:12]=1[CH3:11])([CH3:7])[CH3:6].